From a dataset of Full USPTO retrosynthesis dataset with 1.9M reactions from patents (1976-2016). Predict the reactants needed to synthesize the given product. (1) Given the product [Cl:23][C:5]1[C:4]2[C:9](=[CH:10][CH:11]=[C:2]([C:38]([C:37]3[C:32]([CH3:31])=[N:33][C:34]([CH3:46])=[CH:35][CH:36]=3)([C:40]3[N:44]([CH3:45])[N:43]=[N:42][CH:41]=3)[OH:39])[CH:3]=2)[N:8]=[C:7]([O:12][CH3:13])[C:6]=1[CH2:14][CH:15]1[CH2:20][CH2:19][C:18]([F:22])([F:21])[CH2:17][CH2:16]1, predict the reactants needed to synthesize it. The reactants are: Br[C:2]1[CH:3]=[C:4]2[C:9](=[CH:10][CH:11]=1)[N:8]=[C:7]([O:12][CH3:13])[C:6]([CH2:14][CH:15]1[CH2:20][CH2:19][C:18]([F:22])([F:21])[CH2:17][CH2:16]1)=[C:5]2[Cl:23].N#N.[Li]CCCC.[CH3:31][C:32]1[C:37]([C:38]([C:40]2[N:44]([CH3:45])[N:43]=[N:42][CH:41]=2)=[O:39])=[CH:36][CH:35]=[C:34]([CH3:46])[N:33]=1. (2) Given the product [Br:15][C:6]1[O:5][N:4]=[C:3]([C:8]([O:10][CH2:11][CH3:12])=[O:9])[C:2]=1[CH3:1], predict the reactants needed to synthesize it. The reactants are: [CH3:1][CH:2]1[C:6](=O)[O:5][N:4]=[C:3]1[C:8]([O:10][CH2:11][CH3:12])=[O:9].P(Br)(Br)([Br:15])=O.C(N(CC)CC)C.[OH-].[Na+].